Dataset: Catalyst prediction with 721,799 reactions and 888 catalyst types from USPTO. Task: Predict which catalyst facilitates the given reaction. (1) Reactant: [C:1]([O:5][C:6]([NH:8][C:9]1[C:13]2=[N:14][CH:15]=[C:16]([CH:18]=[O:19])[CH:17]=[C:12]2[S:11][C:10]=1[C:20]([O:22][CH3:23])=[O:21])=[O:7])([CH3:4])([CH3:3])[CH3:2].[BH4-].[Na+]. Product: [C:1]([O:5][C:6]([NH:8][C:9]1[C:13]2=[N:14][CH:15]=[C:16]([CH2:18][OH:19])[CH:17]=[C:12]2[S:11][C:10]=1[C:20]([O:22][CH3:23])=[O:21])=[O:7])([CH3:4])([CH3:3])[CH3:2]. The catalyst class is: 5. (2) Product: [CH3:13][O:14][C:15]([C:17]1[N:18]=[C:19]([CH3:29])[S:20][C:21]=1[C:22]1[CH:27]=[CH:26][CH:25]=[C:24]([NH:28][S:2]([CH3:1])(=[O:4])=[O:3])[CH:23]=1)=[O:16]. Reactant: [CH3:1][S:2](Cl)(=[O:4])=[O:3].CN1CCOCC1.[CH3:13][O:14][C:15]([C:17]1[N:18]=[C:19]([CH3:29])[S:20][C:21]=1[C:22]1[CH:27]=[CH:26][CH:25]=[C:24]([NH2:28])[CH:23]=1)=[O:16].O. The catalyst class is: 2. (3) Reactant: Br[C:2]1[N:10]2[C:5]([C:6]([NH2:11])=[N:7][CH:8]=[N:9]2)=[CH:4][C:3]=1[CH2:12][CH2:13][CH2:14][N:15]1[CH2:19][CH2:18][CH2:17][CH2:16]1.CC1(C)C(C)(C)OB([C:28]2[CH2:33][CH2:32][N:31]([C:34]([O:36][C:37]([CH3:40])([CH3:39])[CH3:38])=[O:35])[CH2:30][CH:29]=2)O1.P([O-])([O-])([O-])=O.[K+].[K+].[K+]. Product: [NH2:11][C:6]1[C:5]2=[CH:4][C:3]([CH2:12][CH2:13][CH2:14][N:15]3[CH2:19][CH2:18][CH2:17][CH2:16]3)=[C:2]([C:28]3[CH2:33][CH2:32][N:31]([C:34]([O:36][C:37]([CH3:40])([CH3:39])[CH3:38])=[O:35])[CH2:30][CH:29]=3)[N:10]2[N:9]=[CH:8][N:7]=1. The catalyst class is: 77. (4) Reactant: [NH:1]1[C:9]2[C:4](=[CH:5][CH:6]=[CH:7][CH:8]=2)[C:3](/[CH:10]=[CH:11]/[C:12]([O:14]C)=[O:13])=[N:2]1.[OH-].[Li+].Cl. Product: [NH:1]1[C:9]2[C:4](=[CH:5][CH:6]=[CH:7][CH:8]=2)[C:3](/[CH:10]=[CH:11]/[C:12]([OH:14])=[O:13])=[N:2]1. The catalyst class is: 12. (5) Reactant: [CH3:1][S:2]([NH2:5])(=[O:4])=[O:3].CCN(CC)CC.[F:13][C:14]1[CH:15]=[C:16]([NH:21][C:22]([C:24]2[CH:25]=[C:26]([S:31](Cl)(=[O:33])=[O:32])[CH:27]=[CH:28][C:29]=2[F:30])=[O:23])[CH:17]=[CH:18][C:19]=1[F:20]. Product: [F:13][C:14]1[CH:15]=[C:16]([NH:21][C:22](=[O:23])[C:24]2[CH:25]=[C:26]([S:31](=[O:33])(=[O:32])[NH:5][S:2]([CH3:1])(=[O:4])=[O:3])[CH:27]=[CH:28][C:29]=2[F:30])[CH:17]=[CH:18][C:19]=1[F:20]. The catalyst class is: 10.